The task is: Regression. Given a peptide amino acid sequence and an MHC pseudo amino acid sequence, predict their binding affinity value. This is MHC class I binding data.. This data is from Peptide-MHC class I binding affinity with 185,985 pairs from IEDB/IMGT. (1) The peptide sequence is GAAGARGAL. The binding affinity (normalized) is 0.763. The MHC is HLA-B07:02 with pseudo-sequence HLA-B07:02. (2) The peptide sequence is FSFFMNENF. The MHC is HLA-B18:01 with pseudo-sequence HLA-B18:01. The binding affinity (normalized) is 0.0847. (3) The peptide sequence is GATTETPTW. The MHC is HLA-B57:01 with pseudo-sequence HLA-B57:01. The binding affinity (normalized) is 0.595. (4) The peptide sequence is TSRYWEPEFY. The MHC is Patr-B0101 with pseudo-sequence Patr-B0101. The binding affinity (normalized) is 0.0199. (5) The peptide sequence is MPGVLSYVV. The MHC is HLA-B53:01 with pseudo-sequence HLA-B53:01. The binding affinity (normalized) is 0.516. (6) The peptide sequence is RYNLDPDSI. The MHC is HLA-A29:02 with pseudo-sequence HLA-A29:02. The binding affinity (normalized) is 0.0354. (7) The peptide sequence is SSCKMALLFK. The MHC is H-2-Db with pseudo-sequence H-2-Db. The binding affinity (normalized) is 0. (8) The peptide sequence is LVTPSMTMR. The MHC is HLA-A31:01 with pseudo-sequence HLA-A31:01. The binding affinity (normalized) is 0.460. (9) The peptide sequence is SMYQLMITI. The MHC is HLA-A02:16 with pseudo-sequence HLA-A02:16. The binding affinity (normalized) is 0.467. (10) The peptide sequence is MWLGARYLEF. The MHC is HLA-A23:01 with pseudo-sequence HLA-A23:01. The binding affinity (normalized) is 0.883.